This data is from Catalyst prediction with 721,799 reactions and 888 catalyst types from USPTO. The task is: Predict which catalyst facilitates the given reaction. (1) Reactant: [CH3:1][O:2][C:3]1[CH:10]=[CH:9][C:6]([CH2:7]Cl)=[CH:5][CH:4]=1.[CH3:11][O:12][C:13](=[O:20])[CH:14]1[CH2:19][CH2:18][NH:17][CH2:16][CH2:15]1.C(N(CC)CC)C.C(=O)(O)[O-].[Na+]. Product: [CH3:1][O:2][C:3]1[CH:10]=[CH:9][C:6]([CH2:7][N:17]2[CH2:18][CH2:19][CH:14]([C:13]([O:12][CH3:11])=[O:20])[CH2:15][CH2:16]2)=[CH:5][CH:4]=1. The catalyst class is: 1. (2) Reactant: [C:1]([O:5][C:6]([N:8]1[CH:13]([CH2:14][OH:15])[CH:12]2[CH:16]([CH2:17][O:18][CH3:19])[CH:9]1[CH2:10][CH2:11]2)=[O:7])([CH3:4])([CH3:3])[CH3:2].CC(OI1(OC(C)=O)(OC(C)=O)OC(=O)C2C=CC=CC1=2)=O. Product: [C:1]([O:5][C:6]([N:8]1[CH:13]([CH:14]=[O:15])[CH:12]2[CH:16]([CH2:17][O:18][CH3:19])[CH:9]1[CH2:10][CH2:11]2)=[O:7])([CH3:4])([CH3:3])[CH3:2]. The catalyst class is: 4. (3) Reactant: Cl.C(OC([N:9]1[CH2:14][CH2:13][C:12]([C:16]2[CH:21]=[CH:20][CH:19]=[CH:18][C:17]=2[S:22][C:23]2[CH:28]=[CH:27][C:26]([CH3:29])=[CH:25][CH:24]=2)(O)[CH2:11][CH2:10]1)=O)(C)(C)C.[OH-].[Na+]. Product: [CH3:29][C:26]1[CH:27]=[CH:28][C:23]([S:22][C:17]2[CH:18]=[CH:19][CH:20]=[CH:21][C:16]=2[C:12]2[CH2:13][CH2:14][NH:9][CH2:10][CH:11]=2)=[CH:24][CH:25]=1. The catalyst class is: 15.